This data is from Full USPTO retrosynthesis dataset with 1.9M reactions from patents (1976-2016). The task is: Predict the reactants needed to synthesize the given product. (1) Given the product [C:17]1([C:20]2[CH:21]=[CH:22][CH:23]=[CH:24][CH:25]=2)[CH:18]=[CH:19][C:14]([CH2:13][C@@H:12]([NH:26][C:27]([C:29]2[N:30]=[N:31][NH:32][CH:33]=2)=[O:28])[CH2:11][C@@:10]([CH3:61])([CH2:53][O:54][CH:55]2[CH2:60][CH2:59][CH2:58][CH2:57][O:56]2)[C:9]([OH:62])=[O:8])=[CH:15][CH:16]=1, predict the reactants needed to synthesize it. The reactants are: C([O:8][C:9](=[O:62])[C@:10]([CH3:61])([CH2:53][O:54][CH:55]1[CH2:60][CH2:59][CH2:58][CH2:57][O:56]1)[CH2:11][C@H:12]([NH:26][C:27]([C:29]1[N:30]=[N:31][N:32](C(C2C=CC=CC=2)(C2C=CC=CC=2)C2C=CC=CC=2)[CH:33]=1)=[O:28])[CH2:13][C:14]1[CH:19]=[CH:18][C:17]([C:20]2[CH:25]=[CH:24][CH:23]=[CH:22][CH:21]=2)=[CH:16][CH:15]=1)C1C=CC=CC=1.CCOC(C)=O. (2) Given the product [Cl:1][C:2]1[CH:3]=[CH:4][C:5]([S:8]([CH:11]([C:17]2[CH:22]=[C:21]([F:23])[CH:20]=[CH:19][C:18]=2[F:24])[CH:12]([CH3:16])[CH2:13][CH2:14][N:29]([S:26]([CH3:25])(=[O:28])=[O:27])[C:30](=[O:36])[O:31][C:32]([CH3:33])([CH3:35])[CH3:34])(=[O:10])=[O:9])=[CH:6][CH:7]=1, predict the reactants needed to synthesize it. The reactants are: [Cl:1][C:2]1[CH:7]=[CH:6][C:5]([S:8]([CH:11]([C:17]2[CH:22]=[C:21]([F:23])[CH:20]=[CH:19][C:18]=2[F:24])[CH:12]([CH3:16])[CH2:13][CH2:14]O)(=[O:10])=[O:9])=[CH:4][CH:3]=1.[CH3:25][S:26]([NH:29][C:30](=[O:36])[O:31][C:32]([CH3:35])([CH3:34])[CH3:33])(=[O:28])=[O:27].C1(P(C2C=CC=CC=2)C2C=CC=CC=2)C=CC=CC=1.N(C([O-])=O)=NC([O-])=O. (3) Given the product [N:23]1([C:28]2[CH:29]=[C:30]([C:31]3[O:1][N:2]=[C:3]([C:5]4[CH:13]=[CH:12][C:11]5[NH:10][C:9]6[CH:14]([CH2:17][C:18]([O:20][CH2:21][CH3:22])=[O:19])[CH2:15][CH2:16][C:8]=6[C:7]=5[CH:6]=4)[N:4]=3)[CH:34]=[C:35]([O:37][C:38]([F:39])([F:41])[F:40])[CH:36]=2)[CH:27]=[N:26][CH:25]=[N:24]1, predict the reactants needed to synthesize it. The reactants are: [OH:1][NH:2][C:3]([C:5]1[CH:13]=[CH:12][C:11]2[NH:10][C:9]3[CH:14]([CH2:17][C:18]([O:20][CH2:21][CH3:22])=[O:19])[CH2:15][CH2:16][C:8]=3[C:7]=2[CH:6]=1)=[NH:4].[N:23]1([C:28]2[CH:29]=[C:30]([CH:34]=[C:35]([O:37][C:38]([F:41])([F:40])[F:39])[CH:36]=2)[C:31](O)=O)[CH:27]=[N:26][CH:25]=[N:24]1. (4) Given the product [CH2:78]([C@H:77]([NH:85][C:53](=[O:54])[C:52]1[CH:51]=[C:50]([N:46]2[CH2:47][CH2:48][CH2:49][C:45]2=[O:44])[CH:58]=[C:57]([N:59]2[CH2:63][CH2:62][CH2:61][C:60]2=[O:64])[CH:56]=1)[C@@H:76]([OH:86])[CH2:75][C@H:74]([C:73](=[O:88])[NH:72][CH:66]1[CH2:67][CH:68]2[CH2:71][CH:65]1[CH2:70][CH2:69]2)[CH3:87])[C:79]1[CH:80]=[CH:81][CH:82]=[CH:83][CH:84]=1, predict the reactants needed to synthesize it. The reactants are: C([C@H](NC(=O)C1C=C(C2C=CC=CC=2)C=C(N2CCCC2=O)C=1)[C@@H](O)C[C@H](C(=O)NCCC(C)(C)C)C)C1C=CC=CC=1.[O:44]=[C:45]1[CH2:49][CH2:48][CH2:47][N:46]1[C:50]1[CH:51]=[C:52]([CH:56]=[C:57]([N:59]2[CH2:63][CH2:62][CH2:61][C:60]2=[O:64])[CH:58]=1)[C:53](O)=[O:54].[CH:65]12[CH2:71][CH:68]([CH2:69][CH2:70]1)[CH2:67][CH:66]2[NH:72][C:73](=[O:88])[C@H:74]([CH3:87])[CH2:75][C@H:76]([OH:86])[C@@H:77]([NH2:85])[CH2:78][C:79]1[CH:84]=[CH:83][CH:82]=[CH:81][CH:80]=1. (5) Given the product [NH2:1][C:2]1[N:7]=[C:6]([N:8]2[CH2:9][CH2:10][C:11]3([CH2:15][NH:14][C@H:13]([C:23]([O:25][CH2:26][CH3:27])=[O:24])[CH2:12]3)[CH2:28][CH2:29]2)[CH:5]=[C:4]([O:30][C@H:31]([C:36]2[CH:41]=[CH:40][C:39]([CH2:42][CH2:43][CH3:44])=[CH:38][C:37]=2[C:45]2[CH:50]=[CH:49][CH:48]=[C:47]([S:51]([CH3:54])(=[O:53])=[O:52])[CH:46]=2)[C:32]([F:35])([F:33])[F:34])[N:3]=1, predict the reactants needed to synthesize it. The reactants are: [NH2:1][C:2]1[N:7]=[C:6]([N:8]2[CH2:29][CH2:28][C:11]3([CH2:15][N:14](C(OC(C)(C)C)=O)[C@H:13]([C:23]([O:25][CH2:26][CH3:27])=[O:24])[CH2:12]3)[CH2:10][CH2:9]2)[CH:5]=[C:4]([O:30][C@H:31]([C:36]2[CH:41]=[CH:40][C:39]([CH2:42][CH2:43][CH3:44])=[CH:38][C:37]=2[C:45]2[CH:50]=[CH:49][CH:48]=[C:47]([S:51]([CH3:54])(=[O:53])=[O:52])[CH:46]=2)[C:32]([F:35])([F:34])[F:33])[N:3]=1.C(O)(C(F)(F)F)=O. (6) Given the product [C:19]1([S:25][C:7]2[CH:6]=[CH:17][CH:14]=[CH:15][CH:8]=2)[CH:24]=[CH:23][CH:22]=[CH:21][CH:20]=1, predict the reactants needed to synthesize it. The reactants are: C(N([CH2:6][CH3:7])CC)C.[CH3:8]S(Cl)(=O)=O.C[C:14]([CH3:17])([O-])[CH3:15].[K+].[C:19]1([SH:25])[CH:24]=[CH:23][CH:22]=[CH:21][CH:20]=1. (7) The reactants are: C(N(S(F)(F)[F:7])CC)C.[C:10]([O:14][C:15](=[O:29])[NH:16][C@H:17]([C:22]([N:24]1[CH2:27][CH:26](O)[CH2:25]1)=[O:23])[C@@H:18]([CH3:21])[CH2:19][CH3:20])([CH3:13])([CH3:12])[CH3:11]. Given the product [C:10]([O:14][C:15](=[O:29])[NH:16][C@H:17]([C:22]([N:24]1[CH2:27][CH:26]([F:7])[CH2:25]1)=[O:23])[C@@H:18]([CH3:21])[CH2:19][CH3:20])([CH3:13])([CH3:12])[CH3:11], predict the reactants needed to synthesize it. (8) Given the product [CH2:1]([NH:8][C:9](=[O:21])[C@@H:10]([CH2:15][OH:16])[NH:11][C:12](=[O:14])[CH3:13])[C:2]1[CH:3]=[CH:4][CH:5]=[CH:6][CH:7]=1, predict the reactants needed to synthesize it. The reactants are: [CH2:1]([NH:8][C:9](=[O:21])[C@@H:10]([CH2:15][O:16]C(C)(C)C)[NH:11][C:12](=[O:14])[CH3:13])[C:2]1[CH:7]=[CH:6][CH:5]=[CH:4][CH:3]=1.Cl. (9) Given the product [CH3:13][O:14][C:15]1[C:20]([O:21][CH3:22])=[C:19]([O:23][CH3:24])[CH:18]=[C:17]([CH3:25])[C:16]=1[CH:26]([C:28]1[C:29]([Cl:39])=[N:30][C:31]([Cl:38])=[C:32]([CH:40]([OH:42])[CH3:41])[C:33]=1[C:34]([F:35])([F:37])[F:36])[OH:27], predict the reactants needed to synthesize it. The reactants are: C([Li])CCC.C(NC(C)C)(C)C.[CH3:13][O:14][C:15]1[C:20]([O:21][CH3:22])=[C:19]([O:23][CH3:24])[CH:18]=[C:17]([CH3:25])[C:16]=1[CH:26]([C:28]1[C:29]([Cl:39])=[N:30][C:31]([Cl:38])=[CH:32][C:33]=1[C:34]([F:37])([F:36])[F:35])[OH:27].[CH:40](=[O:42])[CH3:41]. (10) Given the product [F:30][C@H:11]1[C@H:10]([C:4]2[CH:5]=[CH:6][C:7]([O:8][CH3:9])=[C:2]([F:1])[CH:3]=2)[CH2:15][CH2:14][N:13]([C:16]([O:18][C:19]([CH3:22])([CH3:21])[CH3:20])=[O:17])[CH2:12]1, predict the reactants needed to synthesize it. The reactants are: [F:1][C:2]1[CH:3]=[C:4]([C@@H:10]2[CH2:15][CH2:14][N:13]([C:16]([O:18][C:19]([CH3:22])([CH3:21])[CH3:20])=[O:17])[CH2:12][C@H:11]2O)[CH:5]=[CH:6][C:7]=1[O:8][CH3:9].CCN(S(F)(F)[F:30])CC.